Dataset: Forward reaction prediction with 1.9M reactions from USPTO patents (1976-2016). Task: Predict the product of the given reaction. (1) Given the reactants [F:1][C:2]1[CH:23]=[CH:22][C:5]([CH2:6][NH:7][C:8]2[N:13]=[C:12]([NH:14][CH2:15][CH2:16][CH3:17])[N:11]=[C:10]([NH:18][CH2:19][C:20]#[CH:21])[N:9]=2)=[CH:4][CH:3]=1.[ClH:24].C(OCC)C, predict the reaction product. The product is: [ClH:24].[F:1][C:2]1[CH:3]=[CH:4][C:5]([CH2:6][NH:7][C:8]2[N:9]=[C:10]([NH:18][CH2:19][CH2:20][CH3:21])[N:11]=[C:12]([NH:14][CH2:15][C:16]#[CH:17])[N:13]=2)=[CH:22][CH:23]=1. (2) Given the reactants [Br:1][C:2]1[C:7]([F:8])=[CH:6][C:5]([N:9]2[CH:14]=[C:13]([O:15][CH3:16])[C:12](=[O:17])[C:11]([C:18]([OH:20])=O)=[N:10]2)=[C:4]([F:21])[CH:3]=1.Cl.[CH3:23][NH:24][O:25][CH3:26].C1C=CC2N(O)N=NC=2C=1.C(N(CC)CC)C.CCN=C=NCCCN(C)C, predict the reaction product. The product is: [Br:1][C:2]1[C:7]([F:8])=[CH:6][C:5]([N:9]2[CH:14]=[C:13]([O:15][CH3:16])[C:12](=[O:17])[C:11]([C:18]([N:24]([O:25][CH3:26])[CH3:23])=[O:20])=[N:10]2)=[C:4]([F:21])[CH:3]=1. (3) Given the reactants [Br:1][C:2]1[CH:3]=[CH:4][C:5]([CH:32]=[O:33])=[C:6]([N:8]2[CH2:13][CH2:12][CH:11]([CH2:14][O:15][C:16]3[CH:21]=[C:20]([CH:22]([CH:29]4[CH2:31][CH2:30]4)[CH2:23][C:24]([O:26][CH2:27][CH3:28])=[O:25])[CH:19]=[CH:18][N:17]=3)[CH2:10][CH2:9]2)[CH:7]=1.P([O-])(O)(O)=[O:35].[Na+].CC(=CC)C.Cl([O-])=O.[Na+].S([O-])([O-])(=O)=S.[Na+].[Na+], predict the reaction product. The product is: [Br:1][C:2]1[CH:3]=[CH:4][C:5]([C:32]([OH:35])=[O:33])=[C:6]([N:8]2[CH2:9][CH2:10][CH:11]([CH2:14][O:15][C:16]3[CH:21]=[C:20]([CH:22]([CH:29]4[CH2:30][CH2:31]4)[CH2:23][C:24]([O:26][CH2:27][CH3:28])=[O:25])[CH:19]=[CH:18][N:17]=3)[CH2:12][CH2:13]2)[CH:7]=1.